Dataset: Full USPTO retrosynthesis dataset with 1.9M reactions from patents (1976-2016). Task: Predict the reactants needed to synthesize the given product. (1) Given the product [OH:23][C:19]1[CH:18]=[C:17]([C:5]2[N:6]=[C:7]3[C:2]([N:1]=[CH:28][N:8]3[C:9]3[CH:14]=[CH:13][CH:12]=[CH:11][C:10]=3[O:15][CH3:16])=[C:3]([C:24]([NH2:26])=[O:25])[N:4]=2)[CH:22]=[CH:21][CH:20]=1, predict the reactants needed to synthesize it. The reactants are: [NH2:1][C:2]1[C:3]([C:24]([NH2:26])=[O:25])=[N:4][C:5]([C:17]2[CH:22]=[CH:21][CH:20]=[C:19]([OH:23])[CH:18]=2)=[N:6][C:7]=1[NH:8][C:9]1[CH:14]=[CH:13][CH:12]=[CH:11][C:10]=1[O:15][CH3:16].N[C:28]1C(C(OCC)=O)=NC(C2C=CC=C(O)C=2)=NC=1NC1C=CC=CC=1OC.N. (2) Given the product [S:1]1[CH:5]=[CH:4][N:3]=[C:2]1[C:6]1[N:11]=[C:10]([CH:12]=[O:13])[CH:9]=[CH:8][CH:7]=1, predict the reactants needed to synthesize it. The reactants are: [S:1]1[CH:5]=[CH:4][N:3]=[C:2]1[C:6]1[N:11]=[C:10]([CH2:12][OH:13])[CH:9]=[CH:8][CH:7]=1. (3) The reactants are: [CH3:1][C:2]1([CH3:33])[C:6]2[C:7]([O:11][C:12]3[N:17]=[CH:16][C:15]([NH:18][C:19]([C:21]4([NH:25][C:26](=[O:32])[O:27][C:28]([CH3:31])([CH3:30])[CH3:29])[CH2:24]C[CH2:22]4)=[O:20])=[CH:14][CH:13]=3)=[CH:8][CH:9]=[CH:10][C:5]=2[O:4][CH2:3]1.CC(OC(NC1(C(O)=O)CCC1)=O)(C)C.CC(OC(NC1(C(O)=O)CC1)=O)(C)C. Given the product [CH3:33][C:2]1([CH3:1])[C:6]2[C:7]([O:11][C:12]3[N:17]=[CH:16][C:15]([NH:18][C:19]([C:21]4([NH:25][C:26](=[O:32])[O:27][C:28]([CH3:29])([CH3:31])[CH3:30])[CH2:22][CH2:24]4)=[O:20])=[CH:14][CH:13]=3)=[CH:8][CH:9]=[CH:10][C:5]=2[O:4][CH2:3]1, predict the reactants needed to synthesize it. (4) Given the product [OH:10][C:9]([CH2:11][CH2:12][CH2:13][CH2:14][C@H:15]1[C@@H:16]2[C@@H:17]([NH:20][C:21]([NH:23]2)=[O:22])[CH2:18][S:19]1)=[O:8], predict the reactants needed to synthesize it. The reactants are: C1C(=O)N([O:8][C:9]([CH2:11][CH2:12][CH2:13][CH2:14][CH:15]2[S:19][CH2:18][CH:17]3[NH:20][C:21]([NH:23][CH:16]23)=[O:22])=[O:10])C(=O)C1.[OH-].[Na+]. (5) Given the product [CH2:1]([C:5]1[C:6]([O:17][C@H:29]2[CH2:33][N:32]([C:34]([O:36][C:37]([CH3:40])([CH3:39])[CH3:38])=[O:35])[C@H:31]([C:41]([O:43][CH3:44])=[O:42])[CH2:30]2)=[N:7][C:8]2[C:13]([N:14]=1)=[CH:12][CH:11]=[CH:10][C:9]=2[O:15][CH3:16])[CH2:2][CH:3]=[CH2:4], predict the reactants needed to synthesize it. The reactants are: [CH2:1]([C:5]1[C:6]([OH:17])=[N:7][C:8]2[C:13]([N:14]=1)=[CH:12][CH:11]=[CH:10][C:9]=2[O:15][CH3:16])[CH2:2][CH:3]=[CH2:4].BrC1C=CC(S(O[C@@H:29]2[CH2:33][N:32]([C:34]([O:36][C:37]([CH3:40])([CH3:39])[CH3:38])=[O:35])[C@H:31]([C:41]([O:43][CH3:44])=[O:42])[CH2:30]2)(=O)=O)=CC=1.C(=O)([O-])[O-].[Cs+].[Cs+].N#N. (6) Given the product [C:25]([C:28]1[CH:29]=[CH:30][C:31]([N:34]2[CH2:35][CH2:36][N:37]([C:48](=[O:49])[CH2:47][N:44]3[C:45]([CH3:46])=[C:41]([Cl:40])[C:42]([C:51]([F:54])([F:53])[F:52])=[N:43]3)[CH2:38][CH2:39]2)=[CH:32][CH:33]=1)(=[O:27])[CH3:26], predict the reactants needed to synthesize it. The reactants are: CN(C(ON1N=NC2C=CC=NC1=2)=[N+](C)C)C.F[P-](F)(F)(F)(F)F.[C:25]([C:28]1[CH:33]=[CH:32][C:31]([N:34]2[CH2:39][CH2:38][NH:37][CH2:36][CH2:35]2)=[CH:30][CH:29]=1)(=[O:27])[CH3:26].[Cl:40][C:41]1[C:42]([C:51]([F:54])([F:53])[F:52])=[N:43][N:44]([CH2:47][C:48](O)=[O:49])[C:45]=1[CH3:46]. (7) The reactants are: C(N(CC)CC)C.[C:8](Cl)(=[O:16])[O:9][C:10]1[CH:15]=[CH:14][CH:13]=[CH:12][CH:11]=1.[Cl:18][CH2:19][CH2:20][CH2:21][NH:22][C:23]1[CH:28]=[CH:27][C:26]([F:29])=[CH:25][CH:24]=1.O. Given the product [Cl:18][CH2:19][CH2:20][CH2:21][N:22]([C:23]1[CH:24]=[CH:25][C:26]([F:29])=[CH:27][CH:28]=1)[C:8](=[O:16])[O:9][C:10]1[CH:15]=[CH:14][CH:13]=[CH:12][CH:11]=1, predict the reactants needed to synthesize it.